This data is from Forward reaction prediction with 1.9M reactions from USPTO patents (1976-2016). The task is: Predict the product of the given reaction. (1) Given the reactants [NH2:1][C:2]1[CH:10]=[CH:9][C:8]([CH2:11][N:12]2[CH2:17][CH2:16][O:15][CH2:14][CH2:13]2)=[CH:7][C:3]=1[C:4]([O-])=[O:5].[Li+].Cl.C[N:21](C)CCCN=C=NCC.C1C=CC2N(O)N=NC=2C=1.CN1CCOCC1.N, predict the reaction product. The product is: [NH2:1][C:2]1[CH:10]=[CH:9][C:8]([CH2:11][N:12]2[CH2:17][CH2:16][O:15][CH2:14][CH2:13]2)=[CH:7][C:3]=1[C:4]([NH2:21])=[O:5]. (2) Given the reactants Cl.Cl.[F:3][C:4]1[CH:12]=[CH:11][C:10]2[C:6](=[CH:7][N:8]([CH3:13])[N:9]=2)[C:5]=1[C@@H:14]1[CH2:16][C@H:15]1[CH2:17][NH2:18].C(N(CC)CC)C.[C:26](OC(=O)C)(=[O:28])[CH3:27], predict the reaction product. The product is: [F:3][C:4]1[CH:12]=[CH:11][C:10]2[C:6](=[CH:7][N:8]([CH3:13])[N:9]=2)[C:5]=1[C@@H:14]1[CH2:16][C@H:15]1[CH2:17][NH:18][C:26](=[O:28])[CH3:27]. (3) Given the reactants [NH2:1][CH:2]([C:9]1[C:14]([O:15][CH3:16])=[CH:13][CH:12]=[CH:11][C:10]=1[O:17][CH3:18])[CH2:3][CH2:4][C:5]([O:7]C)=O.[CH:19]1[C:27]2[C:26]3[CH:28]=[CH:29][CH:30]=[CH:31][C:25]=3[O:24][C:23]=2[CH:22]=[CH:21][C:20]=1[CH:32]=O, predict the reaction product. The product is: [CH:19]1[C:27]2[C:26]3[CH:28]=[CH:29][CH:30]=[CH:31][C:25]=3[O:24][C:23]=2[CH:22]=[CH:21][C:20]=1[CH2:32][N:1]1[CH:2]([C:9]2[C:14]([O:15][CH3:16])=[CH:13][CH:12]=[CH:11][C:10]=2[O:17][CH3:18])[CH2:3][CH2:4][C:5]1=[O:7]. (4) The product is: [OH:2][CH:10]1[CH:11]2[CH:6]3[CH:7]([CH2:8][CH:9]1[CH2:12]3)[S:15](=[O:18])(=[O:17])[O:16]2. Given the reactants C(O)=[O:2].OO.[C:6]12(C)[C:12](C)(C)[CH:9]([CH:10]=[CH:11]1)[CH2:8][CH:7]2[S:15]([O-:18])(=[O:17])=[O:16].CC1C=CC=C(C)[NH+]=1.S([O-])([O-])=O.[Na+].[Na+].C(=O)([O-])O.[Na+], predict the reaction product. (5) Given the reactants [NH:1]1[C:9]2[C:4](=[CH:5][CH:6]=[CH:7][CH:8]=2)[CH:3]=[C:2]1[C:10]1[C:18]2[C:13](=[CH:14][CH:15]=[C:16]([O:19]C3C=CC=CC=3)[CH:17]=2)[NH:12][N:11]=1.C([O-])=O.[NH4+], predict the reaction product. The product is: [NH:1]1[C:9]2[C:4](=[CH:5][CH:6]=[CH:7][CH:8]=2)[CH:3]=[C:2]1[C:10]1[C:18]2[C:13](=[CH:14][CH:15]=[C:16]([OH:19])[CH:17]=2)[NH:12][N:11]=1. (6) Given the reactants [BH4-].[Na+].[C:3]1([N:9]2[CH2:14][CH2:13][N:12]([CH2:15][C:16]3[CH:25]=[CH:24][C:19]([NH:20][N+]([O-])=O)=[CH:18][CH:17]=3)[CH2:11][CH2:10]2)[CH:8]=[CH:7][CH:6]=[CH:5][CH:4]=1.O.O.[Sn](Cl)Cl.[OH-].[Na+], predict the reaction product. The product is: [C:3]1([N:9]2[CH2:10][CH2:11][N:12]([CH2:15][C:16]3[CH:17]=[CH:18][C:19]([NH2:20])=[CH:24][CH:25]=3)[CH2:13][CH2:14]2)[CH:8]=[CH:7][CH:6]=[CH:5][CH:4]=1. (7) The product is: [CH2:14]([N:3]([CH2:1][CH3:2])[C:4]1[CH:5]=[C:6]([C:7]([NH:62][NH:61][C:59](=[O:60])[C:58]2[CH:63]=[C:64]([CH3:65])[C:55]([O:54][CH2:47][C:48]3[CH:53]=[CH:52][CH:51]=[CH:50][CH:49]=3)=[C:56]([CH2:66][CH3:67])[CH:57]=2)=[O:9])[CH:10]=[C:11]([CH3:13])[N:12]=1)[CH3:15]. Given the reactants [CH2:1]([N:3]([CH2:14][CH3:15])[C:4]1[CH:5]=[C:6]([CH:10]=[C:11]([CH3:13])[N:12]=1)[C:7]([OH:9])=O)[CH3:2].CCN(C(C)C)C(C)C.CN(C(ON1N=NC2C=CC=CC1=2)=[N+](C)C)C.[B-](F)(F)(F)F.[CH2:47]([O:54][C:55]1[C:64]([CH3:65])=[CH:63][C:58]([C:59]([NH:61][NH2:62])=[O:60])=[CH:57][C:56]=1[CH2:66][CH3:67])[C:48]1[CH:53]=[CH:52][CH:51]=[CH:50][CH:49]=1, predict the reaction product. (8) Given the reactants [Cl:1][C:2]1[CH:7]=[CH:6][C:5]([CH:8]2[C:12]3[N:13]([CH3:19])[N:14]=[C:15]([CH:16]4[CH2:18][CH2:17]4)[C:11]=3[C:10](=[O:20])[NH:9]2)=[CH:4][CH:3]=1.Br[C:22]1[CH:23]=[C:24]([CH3:33])[C:25]2[N:26]([C:28]([CH2:31][F:32])=[N:29][N:30]=2)[CH:27]=1, predict the reaction product. The product is: [Cl:1][C:2]1[CH:3]=[CH:4][C:5]([CH:8]2[C:12]3[N:13]([CH3:19])[N:14]=[C:15]([CH:16]4[CH2:17][CH2:18]4)[C:11]=3[C:10](=[O:20])[N:9]2[C:22]2[CH:23]=[C:24]([CH3:33])[C:25]3[N:26]([C:28]([CH2:31][F:32])=[N:29][N:30]=3)[CH:27]=2)=[CH:6][CH:7]=1.